From a dataset of Full USPTO retrosynthesis dataset with 1.9M reactions from patents (1976-2016). Predict the reactants needed to synthesize the given product. (1) The reactants are: [NH2:1]/[C:2](=[N:10]\[O:11][C:12]([C@H:14]([CH2:23][CH2:24][CH2:25][CH:26]1[CH2:31][CH2:30][CH2:29][CH2:28][CH2:27]1)[CH2:15][C:16]([O:18][C:19]([CH3:22])([CH3:21])[CH3:20])=[O:17])=O)/[CH2:3][C:4]1[CH:9]=[CH:8][N:7]=[CH:6][CH:5]=1. Given the product [CH:26]1([CH2:25][CH2:24][CH2:23][C@@H:14]([C:12]2[O:11][N:10]=[C:2]([CH2:3][C:4]3[CH:9]=[CH:8][N:7]=[CH:6][CH:5]=3)[N:1]=2)[CH2:15][C:16]([O:18][C:19]([CH3:22])([CH3:21])[CH3:20])=[O:17])[CH2:31][CH2:30][CH2:29][CH2:28][CH2:27]1, predict the reactants needed to synthesize it. (2) The reactants are: [Br:1][C:2]1[C:3]2[C:4]([S:20][C:21]3[CH:26]=[CH:25][C:24]([Cl:27])=[CH:23][CH:22]=3)=[C:5]3[CH:14]([CH2:15][C:16]([O:18]C)=[O:17])[CH2:13][CH2:12][N:6]3[C:7]=2[CH:8]=[C:9]([F:11])[CH:10]=1.C1COCC1.CO.[Li+].[OH-].CC(O)=O. Given the product [Br:1][C:2]1[C:3]2[C:4]([S:20][C:21]3[CH:22]=[CH:23][C:24]([Cl:27])=[CH:25][CH:26]=3)=[C:5]3[CH:14]([CH2:15][C:16]([OH:18])=[O:17])[CH2:13][CH2:12][N:6]3[C:7]=2[CH:8]=[C:9]([F:11])[CH:10]=1, predict the reactants needed to synthesize it. (3) Given the product [F:20][C:2]([F:1])([C:8]1[CH:13]=[CH:12][CH:11]=[C:10]([N:14]2[CH2:19][CH2:18][CH2:17][CH2:16][CH2:15]2)[CH:9]=1)[C:3]([OH:5])=[O:4], predict the reactants needed to synthesize it. The reactants are: [F:1][C:2]([F:20])([C:8]1[CH:13]=[CH:12][CH:11]=[C:10]([N:14]2[CH2:19][CH2:18][CH2:17][CH2:16][CH2:15]2)[CH:9]=1)[C:3]([O:5]CC)=[O:4].O1CCCC1.CO.O.[OH-].[Li+]. (4) The reactants are: N1C(C)=CC=CC=1C.[F:19][C:18]([F:21])([F:20])[S:15](O[S:15]([C:18]([F:21])([F:20])[F:19])(=[O:17])=[O:16])(=[O:17])=[O:16].[S:24]1[C:28]2[CH:29]=[CH:30][CH:31]=[CH:32][C:27]=2[CH:26]=[C:25]1[CH2:33][C:34]1[CH:35]=[CH:36][C:37](O)=[C:38]([C@@H:40]2[O:69][C@H:68]([CH2:70][O:71][CH2:72][C:73]3[CH:78]=[CH:77][CH:76]=[CH:75][CH:74]=3)[C@@H:59]([O:60][CH2:61][C:62]3[CH:67]=[CH:66][CH:65]=[CH:64][CH:63]=3)[C@H:50]([O:51][CH2:52][C:53]3[CH:58]=[CH:57][CH:56]=[CH:55][CH:54]=3)[C@H:41]2[O:42][CH2:43][C:44]2[CH:49]=[CH:48][CH:47]=[CH:46][CH:45]=2)[CH:39]=1.C(=O)(O)[O-].[Na+]. Given the product [S:24]1[C:28]2[CH:29]=[CH:30][CH:31]=[CH:32][C:27]=2[CH:26]=[C:25]1[CH2:33][C:34]1[CH:35]=[CH:36][C:37]([S:15]([C:18]([F:19])([F:20])[F:21])(=[O:16])=[O:17])=[C:38]([C@@H:40]2[O:69][C@H:68]([CH2:70][O:71][CH2:72][C:73]3[CH:78]=[CH:77][CH:76]=[CH:75][CH:74]=3)[C@@H:59]([O:60][CH2:61][C:62]3[CH:63]=[CH:64][CH:65]=[CH:66][CH:67]=3)[C@H:50]([O:51][CH2:52][C:53]3[CH:58]=[CH:57][CH:56]=[CH:55][CH:54]=3)[C@H:41]2[O:42][CH2:43][C:44]2[CH:45]=[CH:46][CH:47]=[CH:48][CH:49]=2)[CH:39]=1, predict the reactants needed to synthesize it.